From a dataset of Experimentally validated miRNA-target interactions with 360,000+ pairs, plus equal number of negative samples. Binary Classification. Given a miRNA mature sequence and a target amino acid sequence, predict their likelihood of interaction. The miRNA is hsa-miR-335-5p with sequence UCAAGAGCAAUAACGAAAAAUGU. Result: 1 (interaction). The protein sequence of the target gene is MELSSKKKLHALSLAEKIQVLELLDESKMSQSEVARRFQVSQPQISRICKNKEKLLADWCSGTANRERKRKRESKYSGIDEALLCWYHIARAKAWDVTGPMLLHKAKELADIMGQDFVPSIGWLVRWKRRNNVGFGARHVLAPSFPPEPPPPGLTSQAQLPLSLKDFSPEDVFGCAELPLLYRAVPGSFGACDQVQVLLCANSRGTEKRRVLLGGLQAAPRCFFGIRSEALPASYHPDLGIPWLEWLAQFDRDMGQQGRQVALLLAARVVEELAGLPGLYHVKLLPLAASSTTPPLPSSV....